This data is from Reaction yield outcomes from USPTO patents with 853,638 reactions. The task is: Predict the reaction yield, written as a fraction of the theoretical maximum amount of product (1.0 means a 100% yield; for example, 0.34 means a 34% yield). The reactants are Cl[C:2]1[CH:3]=[C:4]([CH:14]2[C:23]([CH3:25])([CH3:24])[CH2:22][C:21]3[C:16](=[CH:17][CH:18]=[C:19]([C:26]([OH:28])=[O:27])[CH:20]=3)[NH:15]2)[CH:5]=[C:6]([N:8]2[CH2:13][CH2:12][O:11][CH2:10][CH2:9]2)[CH:7]=1.[C-:29]#[N:30].[Na+]. The catalyst is CN1C(=O)CCC1.[Ni](Br)Br. The product is [C:29]([C:2]1[CH:3]=[C:4]([CH:14]2[C:23]([CH3:24])([CH3:25])[CH2:22][C:21]3[C:16](=[CH:17][CH:18]=[C:19]([C:26]([OH:28])=[O:27])[CH:20]=3)[NH:15]2)[CH:5]=[C:6]([N:8]2[CH2:13][CH2:12][O:11][CH2:10][CH2:9]2)[CH:7]=1)#[N:30]. The yield is 0.400.